Dataset: Serine/threonine kinase 33 screen with 319,792 compounds. Task: Binary Classification. Given a drug SMILES string, predict its activity (active/inactive) in a high-throughput screening assay against a specified biological target. The drug is Clc1c(ncc(c1)C(F)(F)F)C(c1n(ccc1)C)C#N. The result is 0 (inactive).